From a dataset of Reaction yield outcomes from USPTO patents with 853,638 reactions. Predict the reaction yield, written as a fraction of the theoretical maximum amount of product (1.0 means a 100% yield; for example, 0.34 means a 34% yield). (1) The reactants are [CH3:1][O:2][CH2:3][CH2:4][O:5][C:6]1[CH:11]=[CH:10][CH:9]=[C:8]([N+:12]([O-])=O)[CH:7]=1. The catalyst is [Pd].CO. The product is [CH3:1][O:2][CH2:3][CH2:4][O:5][C:6]1[CH:7]=[C:8]([NH2:12])[CH:9]=[CH:10][CH:11]=1. The yield is 0.950. (2) The product is [CH3:1][O:2][C:3]([C:4]1[S:5][C:6]2[N:7]=[C:8]([NH2:20])[N:9]=[C:10]([C:14]3[CH:19]=[CH:18][CH:17]=[CH:16][CH:15]=3)[C:11]=2[C:12]=1[NH2:13])=[O:21]. The catalyst is CO. The reactants are [CH3:1][O:2][C:3](=[O:21])[CH2:4][S:5][C:6]1[C:11]([C:12]#[N:13])=[C:10]([C:14]2[CH:19]=[CH:18][CH:17]=[CH:16][CH:15]=2)[N:9]=[C:8]([NH2:20])[N:7]=1.C[O-].[Na+]. The yield is 0.740. (3) The reactants are [C:1]1([CH:7]([O:23][C:24]2[CH:29]=[CH:28][C:27]([C:30]([F:33])([F:32])[F:31])=[CH:26][CH:25]=2)[CH2:8][CH2:9][CH2:10][CH2:11][N:12]2C(=O)C3C(=CC=CC=3)C2=O)[CH:6]=[CH:5][CH:4]=[CH:3][CH:2]=1.O.NN. The catalyst is C(O)C. The product is [C:1]1([CH:7]([O:23][C:24]2[CH:25]=[CH:26][C:27]([C:30]([F:31])([F:32])[F:33])=[CH:28][CH:29]=2)[CH2:8][CH2:9][CH2:10][CH2:11][NH2:12])[CH:6]=[CH:5][CH:4]=[CH:3][CH:2]=1. The yield is 0.555. (4) The reactants are C([Sn](CCCC)(CCCC)[CH2:6][O:7][CH2:8][O:9][CH3:10])CCC.[Li]CCCC.[Br:24][C:25]1[CH:30]=[CH:29][C:28]([NH:31][C:32]2[C:33]([CH:43]=[O:44])=[CH:34][C:35]3[N:39]([CH3:40])[CH:38]=[N:37][C:36]=3[C:41]=2[F:42])=[C:27]([Cl:45])[CH:26]=1. The catalyst is C1COCC1. The product is [Br:24][C:25]1[CH:30]=[CH:29][C:28]([NH:31][C:32]2[C:33]([CH:43]([OH:44])[CH2:6][O:7][CH2:8][O:9][CH3:10])=[CH:34][C:35]3[N:39]([CH3:40])[CH:38]=[N:37][C:36]=3[C:41]=2[F:42])=[C:27]([Cl:45])[CH:26]=1. The yield is 0.640.